Predict the reactants needed to synthesize the given product. From a dataset of Full USPTO retrosynthesis dataset with 1.9M reactions from patents (1976-2016). Given the product [F:1][C:2]([F:25])([C:21]([F:23])([F:22])[F:24])[C:3]([F:20])([F:19])[C:4]1[O:5][C:12]2[CH:11]=[CH:10][C:9]([CH2:14][C:15]([O:17][CH3:18])=[O:16])=[CH:8][C:7]=2[N:6]=1, predict the reactants needed to synthesize it. The reactants are: [F:1][C:2]([F:25])([C:21]([F:24])([F:23])[F:22])[C:3]([F:20])([F:19])[C:4]([NH:6][C:7]1[CH:8]=[C:9]([CH2:14][C:15]([O:17][CH3:18])=[O:16])[CH:10]=[CH:11][C:12]=1O)=[O:5].C1(C)C=CC(S(O)(=O)=O)=CC=1.